Dataset: Full USPTO retrosynthesis dataset with 1.9M reactions from patents (1976-2016). Task: Predict the reactants needed to synthesize the given product. (1) The reactants are: [S:1]1[C:10]2[C:9]3[CH:11]=[C:12]([C:15]#[N:16])[CH:13]=[CH:14][C:8]=3[O:7][CH2:6][CH2:5][C:4]=2[CH:3]=[CH:2]1.[Br:17]N1C(=O)CCC1=O.O. Given the product [Br:17][C:2]1[S:1][C:10]2[C:9]3[CH:11]=[C:12]([C:15]#[N:16])[CH:13]=[CH:14][C:8]=3[O:7][CH2:6][CH2:5][C:4]=2[CH:3]=1, predict the reactants needed to synthesize it. (2) The reactants are: [CH2:1]([O:3][C:4]([C:6]1([NH:11][C:12]([CH:14]2[CH2:18][CH:17]([O:19][C:20]3[CH:25]=[C:24]([C:26]([CH3:29])([CH3:28])[CH3:27])[N:23]=[C:22]([O:30][CH3:31])[N:21]=3)[CH2:16][CH:15]2[C:32](=[O:41])[N:33]([CH2:35][CH2:36][CH2:37][CH2:38][CH:39]=C)[CH3:34])=[O:13])[CH2:8][CH:7]1[CH:9]=C)=[O:5])[CH3:2]. Given the product [CH2:1]([O:3][C:4]([C:6]12[CH2:8][CH:7]1[CH:9]=[CH:39][CH2:38][CH2:37][CH2:36][CH2:35][N:33]([CH3:34])[C:32](=[O:41])[CH:15]1[CH:14]([CH2:18][CH:17]([O:19][C:20]3[CH:25]=[C:24]([C:26]([CH3:28])([CH3:29])[CH3:27])[N:23]=[C:22]([O:30][CH3:31])[N:21]=3)[CH2:16]1)[C:12](=[O:13])[NH:11]2)=[O:5])[CH3:2], predict the reactants needed to synthesize it.